Dataset: Full USPTO retrosynthesis dataset with 1.9M reactions from patents (1976-2016). Task: Predict the reactants needed to synthesize the given product. (1) Given the product [F:27][C:24]1[CH:25]=[CH:26][C:21]([N:17]2[C:16]([C:28]([NH:30][CH3:31])=[O:29])=[C:15]3[C:19]([CH:20]=[C:12]([N:11]([CH2:10][CH2:9][OH:8])[S:34]([CH3:37])(=[O:35])=[O:36])[C:13]([O:32][CH3:33])=[CH:14]3)=[N:18]2)=[CH:22][CH:23]=1, predict the reactants needed to synthesize it. The reactants are: [Si]([O:8][CH2:9][CH2:10][N:11]([S:34]([CH3:37])(=[O:36])=[O:35])[C:12]1[C:13]([O:32][CH3:33])=[CH:14][C:15]2[C:19]([CH:20]=1)=[N:18][N:17]([C:21]1[CH:26]=[CH:25][C:24]([F:27])=[CH:23][CH:22]=1)[C:16]=2[C:28]([NH:30][CH3:31])=[O:29])(C(C)(C)C)(C)C.[F-].[NH4+].O. (2) Given the product [NH2:38][C:22]1[C:17]2[C:16]([Cl:24])=[CH:15][N:14]([C@@H:12]3[O:11][C@H:10]([CH2:25][OH:26])[C@@H:9]([OH:8])[CH2:13]3)[C:18]=2[N:19]=[CH:20][N:21]=1, predict the reactants needed to synthesize it. The reactants are: CC1C=CC(C([O:8][C@H:9]2[CH2:13][C@H:12]([N:14]3[C:18]4[N:19]=[CH:20][N:21]=[C:22](Cl)[C:17]=4[C:16]([Cl:24])=[CH:15]3)[O:11][C@@H:10]2[CH2:25][O:26]C(=O)C2C=CC(C)=CC=2)=O)=CC=1.[NH3:38].